Dataset: Full USPTO retrosynthesis dataset with 1.9M reactions from patents (1976-2016). Task: Predict the reactants needed to synthesize the given product. (1) Given the product [Cl:1][C:2]1[S:6][C:5]([C:7]([NH:16][C@@H:17]([CH2:30][C:31]2[CH:36]=[CH:35][CH:34]=[C:33]([F:37])[CH:32]=2)[CH2:18][N:19]2[C:27](=[O:28])[C:26]3[C:21](=[CH:22][CH:23]=[CH:24][CH:25]=3)[C:20]2=[O:29])=[O:9])=[CH:4][C:3]=1[C:10]1[N:14]([CH3:15])[N:13]=[CH:12][CH:11]=1, predict the reactants needed to synthesize it. The reactants are: [Cl:1][C:2]1[S:6][C:5]([C:7]([OH:9])=O)=[CH:4][C:3]=1[C:10]1[N:14]([CH3:15])[N:13]=[CH:12][CH:11]=1.[NH2:16][C@@H:17]([CH2:30][C:31]1[CH:36]=[CH:35][CH:34]=[C:33]([F:37])[CH:32]=1)[CH2:18][N:19]1[C:27](=[O:28])[C:26]2[C:21](=[CH:22][CH:23]=[CH:24][CH:25]=2)[C:20]1=[O:29].C(N(CC)C(C)C)(C)C.C1CN([P+](Br)(N2CCCC2)N2CCCC2)CC1.F[P-](F)(F)(F)(F)F. (2) Given the product [CH3:1][O:18][C:17]([C:13]1[CH:12]=[C:11]([O:10][C:9]2[CH:20]=[CH:21][CH:22]=[C:7]([NH2:6])[CH:8]=2)[CH:16]=[CH:15][N:14]=1)=[O:19], predict the reactants needed to synthesize it. The reactants are: [CH3:1][Si](Cl)(C)C.[NH2:6][C:7]1[CH:8]=[C:9]([CH:20]=[CH:21][CH:22]=1)[O:10][C:11]1[CH:16]=[CH:15][N:14]=[C:13]([C:17]([OH:19])=[O:18])[CH:12]=1.